This data is from Forward reaction prediction with 1.9M reactions from USPTO patents (1976-2016). The task is: Predict the product of the given reaction. Given the reactants [CH3:1][O:2][C:3]([C@H:5]1[CH2:10][CH2:9][C@H:8]([C:11]2[N:19]3[C:14]([C:15](=[O:21])[NH:16][C:17]([NH2:20])=[N:18]3)=[CH:13][N:12]=2)[CH2:7][CH2:6]1)=[O:4].C1C(=O)N([Br:29])C(=O)C1.O, predict the reaction product. The product is: [CH3:1][O:2][C:3]([C@H:5]1[CH2:6][CH2:7][C@H:8]([C:11]2[N:19]3[C:14]([C:15](=[O:21])[NH:16][C:17]([NH2:20])=[N:18]3)=[C:13]([Br:29])[N:12]=2)[CH2:9][CH2:10]1)=[O:4].